From a dataset of Peptide-MHC class II binding affinity with 134,281 pairs from IEDB. Regression. Given a peptide amino acid sequence and an MHC pseudo amino acid sequence, predict their binding affinity value. This is MHC class II binding data. (1) The peptide sequence is AGSYAADLGYGPATP. The MHC is HLA-DQA10401-DQB10402 with pseudo-sequence HLA-DQA10401-DQB10402. The binding affinity (normalized) is 0.208. (2) The peptide sequence is AFILDTDNLFPKV. The MHC is HLA-DQA10501-DQB10201 with pseudo-sequence HLA-DQA10501-DQB10201. The binding affinity (normalized) is 0.831.